Dataset: Reaction yield outcomes from USPTO patents with 853,638 reactions. Task: Predict the reaction yield, written as a fraction of the theoretical maximum amount of product (1.0 means a 100% yield; for example, 0.34 means a 34% yield). (1) The reactants are [CH3:1][O:2][CH2:3][C:4](=[O:27])[C:5](=[N:10][NH:11][C:12]1[C:25]([F:26])=[CH:24][C:15]2[O:16][C:17]([F:23])([F:22])[C:18]([F:21])([F:20])[O:19][C:14]=2[CH:13]=1)[C:6]([O:8][CH3:9])=[O:7].[CH3:28]OC(OC)N(C)C. No catalyst specified. The product is [CH3:1][O:2][C:3]1[C:4](=[O:27])[C:5]([C:6]([O:8][CH3:9])=[O:7])=[N:10][N:11]([C:12]2[C:25]([F:26])=[CH:24][C:15]3[O:16][C:17]([F:23])([F:22])[C:18]([F:21])([F:20])[O:19][C:14]=3[CH:13]=2)[CH:28]=1. The yield is 0.370. (2) The reactants are [Br:1][C:2]1[C:3]([NH2:9])=[N:4][CH:5]=[C:6]([Br:8])[CH:7]=1.Cl[CH2:11][C:12](=O)[CH3:13]. The catalyst is CN1CCCC1=O. The product is [Br:8][C:6]1[CH:7]=[C:2]([Br:1])[C:3]2[N:4]([CH:11]=[C:12]([CH3:13])[N:9]=2)[CH:5]=1. The yield is 0.540.